This data is from Peptide-MHC class II binding affinity with 134,281 pairs from IEDB. The task is: Regression. Given a peptide amino acid sequence and an MHC pseudo amino acid sequence, predict their binding affinity value. This is MHC class II binding data. (1) The peptide sequence is QPEWFRNVLSIAPIMF. The MHC is DRB4_0101 with pseudo-sequence DRB4_0103. The binding affinity (normalized) is 0.571. (2) The peptide sequence is EKKYFAATQFEPLAA. The MHC is HLA-DPA10301-DPB10402 with pseudo-sequence HLA-DPA10301-DPB10402. The binding affinity (normalized) is 0.924.